This data is from Reaction yield outcomes from USPTO patents with 853,638 reactions. The task is: Predict the reaction yield, written as a fraction of the theoretical maximum amount of product (1.0 means a 100% yield; for example, 0.34 means a 34% yield). (1) The reactants are [C:1]([C:4]1[C:22](=[O:23])[C@@:8]2([CH3:24])[C:9]3[C:15]([OH:16])=[CH:14][C:13]([O:17][CH3:18])=[C:12]([C:19]([NH2:21])=[O:20])[C:10]=3[O:11][C:7]2=[CH:6][C:5]=1[OH:25])(=[O:3])[CH3:2].[F:26][C:27]1[CH:46]=[C:45]([F:47])[CH:44]=[CH:43][C:28]=1[CH2:29][O:30][C:31]1[C:40]2[C:35](=[CH:36][CH:37]=[CH:38][CH:39]=2)[C:34]([CH:41]=O)=[CH:33][CH:32]=1.C([SiH](CC)CC)C.FC(F)(F)C(O)=O. The catalyst is C(#N)C. The product is [C:1]([C:4]1[C:22](=[O:23])[C@@:8]2([CH3:24])[C:9]3[C:15]([OH:16])=[CH:14][C:13]([O:17][CH3:18])=[C:12]([C:19]([NH:21][CH2:41][C:34]4[C:35]5[C:40](=[CH:39][CH:38]=[CH:37][CH:36]=5)[C:31]([O:30][CH2:29][C:28]5[CH:43]=[CH:44][C:45]([F:47])=[CH:46][C:27]=5[F:26])=[CH:32][CH:33]=4)=[O:20])[C:10]=3[O:11][C:7]2=[CH:6][C:5]=1[OH:25])(=[O:3])[CH3:2]. The yield is 0.710. (2) The reactants are [CH3:1][O:2][C:3]([C:5]1[CH:6]=[N:7][C:8]([C:11]#[N:12])=[N:9][CH:10]=1)=[O:4].Cl.[NH2:14][OH:15].C([O-])(=O)C.[Na+]. The catalyst is CO. The product is [CH3:1][O:2][C:3]([C:5]1[CH:10]=[N:9][C:8]([C:11](=[NH:12])[NH:14][OH:15])=[N:7][CH:6]=1)=[O:4]. The yield is 0.910. (3) The yield is 0.660. The catalyst is O1CCCC1. The reactants are C(N1C=CN=C1)(N1C=CN=C1)=O.[C:13]([O:17][C:18]([NH:20][CH2:21][CH2:22][CH2:23][CH2:24][CH2:25][CH2:26][CH2:27][CH2:28][CH2:29][CH2:30][C:31]([OH:33])=O)=[O:19])([CH3:16])([CH3:15])[CH3:14].[C:34]([O:38][C:39]([N:41]1[CH2:46][CH2:45][NH:44][CH2:43][CH2:42]1)=[O:40])([CH3:37])([CH3:36])[CH3:35]. The product is [C:34]([O:38][C:39]([N:41]1[CH2:46][CH2:45][N:44]([C:31](=[O:33])[CH2:30][CH2:29][CH2:28][CH2:27][CH2:26][CH2:25][CH2:24][CH2:23][CH2:22][CH2:21][NH:20][C:18]([O:17][C:13]([CH3:14])([CH3:15])[CH3:16])=[O:19])[CH2:43][CH2:42]1)=[O:40])([CH3:37])([CH3:35])[CH3:36]. (4) The reactants are C[O:2][C:3]([C:5]1[CH:10]=[CH:9][C:8]([CH:11]2[CH2:16][N:15]([C:17]([O:19][C:20]([CH3:23])([CH3:22])[CH3:21])=[O:18])[CH2:14][CH2:13][N:12]2[C:24]([O:26][C:27]([CH3:30])([CH3:29])[CH3:28])=[O:25])=[CH:7][CH:6]=1)=O.[BH4-].[Li+].Cl.C(=O)(O)[O-].[Na+]. The catalyst is O1CCCC1. The product is [OH:2][CH2:3][C:5]1[CH:10]=[CH:9][C:8]([CH:11]2[CH2:16][N:15]([C:17]([O:19][C:20]([CH3:23])([CH3:22])[CH3:21])=[O:18])[CH2:14][CH2:13][N:12]2[C:24]([O:26][C:27]([CH3:30])([CH3:29])[CH3:28])=[O:25])=[CH:7][CH:6]=1. The yield is 0.784. (5) The reactants are Br[CH2:2][C:3]1[N:7]2[CH:8]=[CH:9][C:10](C)=[CH:11][C:6]2=[N:5][CH:4]=1.[CH3:13][C:14]1[N:19]=[C:18]([SH:20])[N:17]=[C:16]([OH:21])[CH:15]=1.[CH2:22](N(CC)CC)C.CCOCC. The catalyst is C(O)C.ClCCl. The product is [CH3:13][C:14]1[N:19]=[C:18]([S:20][CH2:2][C:3]2[N:7]3[CH:8]=[C:9]([CH3:22])[CH:10]=[CH:11][C:6]3=[N:5][CH:4]=2)[N:17]=[C:16]([OH:21])[CH:15]=1. The yield is 0.650.